This data is from PAMPA (Parallel Artificial Membrane Permeability Assay) permeability data from NCATS. The task is: Regression/Classification. Given a drug SMILES string, predict its absorption, distribution, metabolism, or excretion properties. Task type varies by dataset: regression for continuous measurements (e.g., permeability, clearance, half-life) or binary classification for categorical outcomes (e.g., BBB penetration, CYP inhibition). Dataset: pampa_ncats. (1) The drug is CC1=C(N=C(N=N1)C2=CC=CC=C2C(C)C)NCC3=CC=C(C=C3)C4=CN=CC=C4. The result is 1 (high permeability). (2) The compound is C1CCN(CC1)CCC(C2=CC=C(C=C2)C3=CC=CC=C3)O. The result is 1 (high permeability). (3) The drug is CC1=CN2C(=NC(=C2NC3=CC=CC=C3C)C4=CC=CC=N4)C=C1. The result is 1 (high permeability). (4) The molecule is CC1=CC=C(C=C1)S(=O)(=O)N[C@@H](CC2=CC=CC=C2)C(=O)CCl. The result is 1 (high permeability). (5) The compound is CC1=C(C(=NO1)C)C2=C(C=C(C=C2)NC3=NC(=NC4=CC=CC=C43)C5=CC=NC=C5)F. The result is 1 (high permeability). (6) The molecule is C1=CC=C(C(=C1)CNC2=CC=C(C=C2)S(=O)(=O)NC3=NC=CS3)N. The result is 0 (low-to-moderate permeability).